The task is: Regression. Given a peptide amino acid sequence and an MHC pseudo amino acid sequence, predict their binding affinity value. This is MHC class II binding data.. This data is from Peptide-MHC class II binding affinity with 134,281 pairs from IEDB. (1) The peptide sequence is LDLAVNAAVDAGIHF. The MHC is DRB1_1001 with pseudo-sequence DRB1_1001. The binding affinity (normalized) is 0.379. (2) The peptide sequence is WCPDSMEYNCPNLSP. The MHC is HLA-DQA10501-DQB10402 with pseudo-sequence HLA-DQA10501-DQB10402. The binding affinity (normalized) is 0.337. (3) The peptide sequence is EYDFNKLLVSAVSQI. The MHC is DRB1_0101 with pseudo-sequence DRB1_0101. The binding affinity (normalized) is 0.764. (4) The peptide sequence is TRLSCDCDDKFYDCLKNS. The MHC is DRB1_0101 with pseudo-sequence DRB1_0101. The binding affinity (normalized) is 0. (5) The peptide sequence is EKVYLAWVPAHKGIG. The MHC is DRB1_0101 with pseudo-sequence DRB1_0101. The binding affinity (normalized) is 0.882.